Dataset: Forward reaction prediction with 1.9M reactions from USPTO patents (1976-2016). Task: Predict the product of the given reaction. (1) Given the reactants [NH2:1][CH2:2][CH2:3][CH2:4][OH:5].Cl[C:7]1[C:12]([N+:13]([O-:15])=[O:14])=[CH:11][CH:10]=[CH:9][C:8]=1[N+:16]([O-:18])=[O:17].C(N(CC)CC)C.O1CCCC1, predict the reaction product. The product is: [N+:13]([C:12]1[CH:11]=[CH:10][CH:9]=[C:8]([N+:16]([O-:18])=[O:17])[C:7]=1[NH:1][CH2:2][CH2:3][CH2:4][OH:5])([O-:15])=[O:14]. (2) Given the reactants [CH:1]([NH2:3])=[O:2].Cl.[CH3:5][O:6][C:7](=[O:17])[C@H:8]([CH2:10][C:11]1[CH:16]=[CH:15][CH:14]=[CH:13][CH:12]=1)N, predict the reaction product. The product is: [CH3:5][O:6][C:7](=[O:17])[C@H:8]([CH2:10][C:11]1[CH:12]=[CH:13][CH:14]=[CH:15][CH:16]=1)[NH:3][CH:1]=[O:2]. (3) The product is: [Cl:13][C:14]1[CH:19]=[CH:18][C:17]([C:8]2[C:7]([O:35][CH2:34][CH2:33][O:32][CH3:31])=[N:6][CH:5]=[C:4]([CH:9]=2)[C:3]([NH:23][C@@H:24]2[CH2:29][CH2:28][CH2:27][CH2:26][C@H:25]2[OH:30])=[O:12])=[CH:16][CH:15]=1. Given the reactants CO[C:3](=[O:12])[C:4]1[CH:9]=[C:8](Br)[C:7](Cl)=[N:6][CH:5]=1.[Cl:13][C:14]1[CH:19]=[CH:18][C:17](B(O)O)=[CH:16][CH:15]=1.[NH2:23][C@@H:24]1[CH2:29][CH2:28][CH2:27][CH2:26][C@H:25]1[OH:30].[CH3:31][O:32][CH2:33][CH2:34][OH:35], predict the reaction product. (4) Given the reactants Br[C:2]1[CH:7]=[CH:6][CH:5]=[CH:4][C:3]=1[CH2:8][C:9]([OH:11])=[O:10].[Cl:12][C:13]1[CH:14]=[C:15]([CH:17]=[CH:18][CH:19]=1)[NH2:16], predict the reaction product. The product is: [Cl:12][C:13]1[CH:14]=[C:15]([NH:16][C:2]2[CH:7]=[CH:6][CH:5]=[CH:4][C:3]=2[CH2:8][C:9]([OH:11])=[O:10])[CH:17]=[CH:18][CH:19]=1. (5) Given the reactants [CH2:1]1[C:10]2[C:5](=[CH:6][CH:7]=[CH:8][CH:9]=2)[CH2:4][CH2:3][N:2]1[CH2:11][CH2:12][CH2:13][CH2:14][O:15][C:16]1[N:25]=[C:24]2[C:19]([CH:20]=[CH:21][C:22](=[O:26])[NH:23]2)=[CH:18][CH:17]=1.[CH3:27]C1C=C2C(CCNC2)=CC=1, predict the reaction product. The product is: [CH3:27][C:8]1[CH:9]=[C:10]2[C:5]([CH2:4][CH2:3][N:2]([CH2:11][CH2:12][CH2:13][CH2:14][O:15][C:16]3[N:25]=[C:24]4[C:19]([CH:20]=[CH:21][C:22](=[O:26])[NH:23]4)=[CH:18][CH:17]=3)[CH2:1]2)=[CH:6][CH:7]=1. (6) Given the reactants [Cl:1][C:2]1[CH:7]=[CH:6][C:5]([C:8]2[CH:13]=[CH:12][C:11]([C:14](=[O:16])[CH3:15])=[CH:10][CH:9]=2)=[CH:4][N:3]=1.[CH:17]([N:20]1[CH2:25][CH2:24][NH:23][CH2:22][CH2:21]1)([CH3:19])[CH3:18], predict the reaction product. The product is: [ClH:1].[ClH:1].[CH:17]([N:20]1[CH2:25][CH2:24][N:23]([C:2]2[N:3]=[CH:4][C:5]([C:8]3[CH:13]=[CH:12][C:11]([C:14](=[O:16])[CH3:15])=[CH:10][CH:9]=3)=[CH:6][CH:7]=2)[CH2:22][CH2:21]1)([CH3:19])[CH3:18]. (7) The product is: [CH:1]1([C:6]2[CH:11]=[C:10]([C:12]3[O:16][N:15]=[C:14]([C:17]4[CH:22]=[C:21]([CH3:23])[C:20]([O:24][CH2:36][CH2:37][OH:38])=[C:19]([CH2:25][CH3:26])[CH:18]=4)[N:13]=3)[CH:9]=[C:8]([O:27][CH3:28])[N:7]=2)[CH2:2][CH2:3][CH2:4][CH2:5]1. Given the reactants [CH:1]1([C:6]2[CH:11]=[C:10]([C:12]3[O:16][N:15]=[C:14]([C:17]4[CH:22]=[C:21]([CH3:23])[C:20]([OH:24])=[C:19]([CH2:25][CH3:26])[CH:18]=4)[N:13]=3)[CH:9]=[C:8]([O:27][CH3:28])[N:7]=2)[CH2:5][CH2:4][CH2:3][CH2:2]1.C([O-])([O-])=O.[Cs+].[Cs+].Br[CH2:36][CH2:37][OH:38], predict the reaction product.